Dataset: Peptide-MHC class I binding affinity with 185,985 pairs from IEDB/IMGT. Task: Regression. Given a peptide amino acid sequence and an MHC pseudo amino acid sequence, predict their binding affinity value. This is MHC class I binding data. (1) The peptide sequence is HPALVFDITK. The MHC is HLA-B08:01 with pseudo-sequence HLA-B08:01. The binding affinity (normalized) is 0. (2) The binding affinity (normalized) is 0.143. The MHC is H-2-Kb with pseudo-sequence H-2-Kb. The peptide sequence is MSLAADLEKL. (3) The peptide sequence is LVASLNPNM. The MHC is HLA-A02:01 with pseudo-sequence HLA-A02:01. The binding affinity (normalized) is 0.449. (4) The peptide sequence is LAEYIRHRNT. The MHC is HLA-A02:06 with pseudo-sequence HLA-A02:06. The binding affinity (normalized) is 0. (5) The peptide sequence is TSTEYERL. The MHC is H-2-Db with pseudo-sequence H-2-Db. The binding affinity (normalized) is 0.